The task is: Predict the product of the given reaction.. This data is from Forward reaction prediction with 1.9M reactions from USPTO patents (1976-2016). (1) Given the reactants S(O[CH2:12][C@H:13]1[O:18][CH2:17][CH2:16][N:15]([C:19]([O:21][C:22]([CH3:25])([CH3:24])[CH3:23])=[O:20])[CH2:14]1)(C1C=CC(C)=CC=1)(=O)=O.[N-:26]=[N+:27]=[N-:28].[Na+], predict the reaction product. The product is: [N:26]([CH2:12][C@H:13]1[O:18][CH2:17][CH2:16][N:15]([C:19]([O:21][C:22]([CH3:25])([CH3:24])[CH3:23])=[O:20])[CH2:14]1)=[N+:27]=[N-:28]. (2) Given the reactants [N:1]1([CH2:7][CH2:8][O:9][C:10]2[C:19]3[C:14](=[CH:15][CH:16]=[CH:17][CH:18]=3)[C:13]([NH2:20])=[CH:12][CH:11]=2)[CH2:6][CH2:5][O:4][CH2:3][CH2:2]1.[F:21][C:22]1[CH:23]=[C:24]([CH:28]=[C:29]([N:31]2[CH2:36][CH2:35][CH2:34][CH2:33][CH2:32]2)[CH:30]=1)[C:25](O)=[O:26], predict the reaction product. The product is: [F:21][C:22]1[CH:23]=[C:24]([CH:28]=[C:29]([N:31]2[CH2:36][CH2:35][CH2:34][CH2:33][CH2:32]2)[CH:30]=1)[C:25]([NH:20][C:13]1[C:14]2[C:19](=[CH:18][CH:17]=[CH:16][CH:15]=2)[C:10]([O:9][CH2:8][CH2:7][N:1]2[CH2:6][CH2:5][O:4][CH2:3][CH2:2]2)=[CH:11][CH:12]=1)=[O:26]. (3) Given the reactants ClC(Cl)(Cl)[C:3]([C:5]1[NH:6][CH:7]=[C:8]([Cl:10])[CH:9]=1)=[O:4].[NH4+:13].[OH-], predict the reaction product. The product is: [Cl:10][C:8]1[CH:9]=[C:5]([C:3]([NH2:13])=[O:4])[NH:6][CH:7]=1. (4) Given the reactants [C@@H:1]12[CH2:8][C@@:5]([C:9]3[NH:13][C:12]4[CH:14]=[CH:15][CH:16]=[C:17]([C:18]([NH2:20])=[O:19])[C:11]=4[N:10]=3)([NH:6][CH2:7]1)[CH2:4][CH2:3][CH2:2]2.C=O.[C:23]([BH3-])#N.[Na+], predict the reaction product. The product is: [CH3:23][N:6]1[CH2:7][C@H:1]2[CH2:8][C@:5]1([C:9]1[NH:13][C:12]3[CH:14]=[CH:15][CH:16]=[C:17]([C:18]([NH2:20])=[O:19])[C:11]=3[N:10]=1)[CH2:4][CH2:3][CH2:2]2. (5) The product is: [C:25]1([S:31]([N:34]([C:35]2[CH:40]=[CH:39][CH:38]=[CH:37][N:36]=2)[CH2:41][C:42]([NH:2][CH:3]2[CH2:8][CH2:7][CH2:6][CH:5]([N:9]3[C:18]4[CH:17]=[CH:16][CH:15]=[C:14]([Cl:19])[C:13]=4[C:12]4=[N:20][O:21][C:22]([CH3:23])=[C:11]4[C:10]3=[O:24])[CH2:4]2)=[O:43])(=[O:33])=[O:32])[CH:26]=[CH:27][CH:28]=[CH:29][CH:30]=1. Given the reactants I.[NH2:2][CH:3]1[CH2:8][CH2:7][CH2:6][CH:5]([N:9]2[C:18]3[CH:17]=[CH:16][CH:15]=[C:14]([Cl:19])[C:13]=3[C:12]3=[N:20][O:21][C:22]([CH3:23])=[C:11]3[C:10]2=[O:24])[CH2:4]1.[C:25]1([S:31]([N:34]([CH2:41][C:42](O)=[O:43])[C:35]2[CH:40]=[CH:39][CH:38]=[CH:37][N:36]=2)(=[O:33])=[O:32])[CH:30]=[CH:29][CH:28]=[CH:27][CH:26]=1.ON1C2N=CC=CC=2N=N1.C(Cl)CCl, predict the reaction product. (6) Given the reactants [N:1]1[CH:6]=[CH:5][CH:4]=[CH:3][C:2]=1[C:7]1[N:11]=[C:10]([C:12]2[CH:17]=[C:16]([C:18]([O:20]C)=[O:19])[CH:15]=[C:14]([O:22][CH2:23][CH:24]=[CH2:25])[CH:13]=2)[O:9][N:8]=1.[OH-].[Na+], predict the reaction product. The product is: [N:1]1[CH:6]=[CH:5][CH:4]=[CH:3][C:2]=1[C:7]1[N:11]=[C:10]([C:12]2[CH:17]=[C:16]([C:18]([OH:20])=[O:19])[CH:15]=[C:14]([O:22][CH2:23][CH:24]=[CH2:25])[CH:13]=2)[O:9][N:8]=1. (7) Given the reactants C([O:8][C:9]1[CH:14]=[CH:13][CH:12]=[CH:11][C:10]=1[C:15]1[CH:20]=[CH:19][N:18]=[CH:17][C:16]=1[N:21]([CH3:38])[C:22](=[O:37])[C:23]1[CH:28]=[C:27]([C:29]([F:32])([F:31])[F:30])[CH:26]=[C:25]([S:33]([CH3:36])(=[O:35])=[O:34])[CH:24]=1)C1C=CC=CC=1, predict the reaction product. The product is: [OH:8][C:9]1[CH:14]=[CH:13][CH:12]=[CH:11][C:10]=1[C:15]1[CH:20]=[CH:19][N:18]=[CH:17][C:16]=1[N:21]([CH3:38])[C:22](=[O:37])[C:23]1[CH:28]=[C:27]([C:29]([F:31])([F:32])[F:30])[CH:26]=[C:25]([S:33]([CH3:36])(=[O:35])=[O:34])[CH:24]=1.